Regression. Given two drug SMILES strings and cell line genomic features, predict the synergy score measuring deviation from expected non-interaction effect. From a dataset of NCI-60 drug combinations with 297,098 pairs across 59 cell lines. (1) Drug 1: CC1=C(C=C(C=C1)NC2=NC=CC(=N2)N(C)C3=CC4=NN(C(=C4C=C3)C)C)S(=O)(=O)N.Cl. Drug 2: C1=C(C(=O)NC(=O)N1)N(CCCl)CCCl. Cell line: HCC-2998. Synergy scores: CSS=8.06, Synergy_ZIP=12.8, Synergy_Bliss=14.0, Synergy_Loewe=-1.49, Synergy_HSA=3.24. (2) Drug 1: CN(CC1=CN=C2C(=N1)C(=NC(=N2)N)N)C3=CC=C(C=C3)C(=O)NC(CCC(=O)O)C(=O)O. Drug 2: C1CC(C1)(C(=O)O)C(=O)O.[NH2-].[NH2-].[Pt+2]. Cell line: MALME-3M. Synergy scores: CSS=4.61, Synergy_ZIP=4.11, Synergy_Bliss=4.78, Synergy_Loewe=-7.17, Synergy_HSA=-7.26.